Dataset: Reaction yield outcomes from USPTO patents with 853,638 reactions. Task: Predict the reaction yield, written as a fraction of the theoretical maximum amount of product (1.0 means a 100% yield; for example, 0.34 means a 34% yield). (1) The reactants are Br[C:2]1[CH:7]=[CH:6][N:5]=[C:4]([C:8]2[N:12]=[C:11]([C:13]3[N:14]=[CH:15][O:16][CH:17]=3)[N:10]([CH2:18][C:19]3[CH:24]=[CH:23][CH:22]=[CH:21][C:20]=3[F:25])[N:9]=2)[CH:3]=1.[OH-].[NH4+:27]. The catalyst is C(O)CO.O1CCOCC1.[Cl-].[Na+].O.[Cu-]=O. The yield is 0.412. The product is [F:25][C:20]1[CH:21]=[CH:22][CH:23]=[CH:24][C:19]=1[CH2:18][N:10]1[C:11]([C:13]2[N:14]=[CH:15][O:16][CH:17]=2)=[N:12][C:8]([C:4]2[CH:3]=[C:2]([NH2:27])[CH:7]=[CH:6][N:5]=2)=[N:9]1. (2) The reactants are [F:1][CH2:2][CH2:3][OH:4].O1CCCC1.[H-].[Na+].[Cl:12][C:13]1[N:18]=[CH:17][CH:16]=[C:15](Cl)[N:14]=1. The catalyst is O. The product is [Cl:12][C:13]1[N:18]=[C:17]([O:4][CH2:3][CH2:2][F:1])[CH:16]=[CH:15][N:14]=1. The yield is 0.410. (3) The reactants are [CH:1]1[C:10]2[C:5](=[CH:6][CH:7]=[CH:8][CH:9]=2)[CH:4]=[C:3]([C:11]([OH:13])=O)[N:2]=1.CN(C(ON1N=NC2C=CC=CC1=2)=[N+](C)C)C.F[P-](F)(F)(F)(F)F.[CH3:38][O:39][C:40]([C:42]1[C:50]2[N:49]=[C:48]([NH2:51])[NH:47][C:46]=2[CH:45]=[C:44]([CH2:52][CH2:53][CH3:54])[CH:43]=1)=[O:41]. No catalyst specified. The product is [CH3:38][O:39][C:40]([C:42]1[C:50]2[N:49]=[C:48]([NH:51][C:11]([C:3]3[N:2]=[CH:1][C:10]4[C:5]([CH:4]=3)=[CH:6][CH:7]=[CH:8][CH:9]=4)=[O:13])[NH:47][C:46]=2[CH:45]=[C:44]([CH2:52][CH2:53][CH3:54])[CH:43]=1)=[O:41]. The yield is 0.750. (4) The reactants are C([O:3][C:4]([C:6]1[CH:7]=[N:8][N:9]([C:11]2[NH:15][C:14]3[CH:16]=[C:17]([Cl:27])[C:18]([O:20][C:21]4[CH:26]=[CH:25][CH:24]=[CH:23][CH:22]=4)=[CH:19][C:13]=3[N:12]=2)[CH:10]=1)=[O:5])C.Cl.O. The catalyst is C(O)(=O)C. The product is [Cl:27][C:17]1[C:18]([O:20][C:21]2[CH:22]=[CH:23][CH:24]=[CH:25][CH:26]=2)=[CH:19][C:13]2[N:12]=[C:11]([N:9]3[CH:10]=[C:6]([C:4]([OH:5])=[O:3])[CH:7]=[N:8]3)[NH:15][C:14]=2[CH:16]=1. The yield is 0.900. (5) The yield is 0.880. The catalyst is C1COCC1.C(=O)([O-])[O-].[Na+].[Na+]. The product is [CH3:1][O:2][C:3]([C:5]1[C:13]2[C:8](=[N:9][CH:10]=[C:11]([Br:14])[CH:12]=2)[N:7]([S:21]([C:15]2[CH:20]=[CH:19][CH:18]=[CH:17][CH:16]=2)(=[O:23])=[O:22])[CH:6]=1)=[O:4]. The reactants are [CH3:1][O:2][C:3]([C:5]1[C:13]2[C:8](=[N:9][CH:10]=[C:11]([Br:14])[CH:12]=2)[NH:7][CH:6]=1)=[O:4].[C:15]1([S:21](Cl)(=[O:23])=[O:22])[CH:20]=[CH:19][CH:18]=[CH:17][CH:16]=1.C(N(CC)CC)C. (6) The reactants are [F:1][C:2]1[C:31]([F:32])=[CH:30][CH:29]=[CH:28][C:3]=1[O:4][C:5]1[CH:10]=[CH:9][C:8]([C:11]2[C:19]3[C:14](=[N:15][CH:16]=[N:17][C:18]=3[NH2:20])[N:13]([C@@H:21]3[CH2:26][CH2:25][CH2:24][NH:23][CH2:22]3)[N:12]=2)=[C:7]([F:27])[CH:6]=1.[C:33]([C:35](=[CH:39][CH:40]([CH3:42])[CH3:41])[C:36](O)=[O:37])#[N:34].CCN(C(C)C)C(C)C.CN(C(ON1N=NC2C=CC=NC1=2)=[N+](C)C)C.F[P-](F)(F)(F)(F)F. The catalyst is C(Cl)Cl. The product is [NH2:20][C:18]1[N:17]=[CH:16][N:15]=[C:14]2[N:13]([C@@H:21]3[CH2:26][CH2:25][CH2:24][N:23]([C:36]([C:35](=[CH:39][CH:40]([CH3:42])[CH3:41])[C:33]#[N:34])=[O:37])[CH2:22]3)[N:12]=[C:11]([C:8]3[CH:9]=[CH:10][C:5]([O:4][C:3]4[CH:28]=[CH:29][CH:30]=[C:31]([F:32])[C:2]=4[F:1])=[CH:6][C:7]=3[F:27])[C:19]=12. The yield is 0.400. (7) The reactants are Cl.C([N:9]1[CH2:13][CH2:12][C@@H:11]([C:14]([C:27]#[N:28])([C:21]2[CH:26]=[CH:25][CH:24]=[CH:23][CH:22]=2)[C:15]2[CH:20]=[CH:19][CH:18]=[CH:17][CH:16]=2)[CH2:10]1)C1C=CC=CC=1.C([O-])=O.[NH4+].O. The catalyst is CO.[Pd]. The product is [C:27]([C:14]([C@@H:11]1[CH2:12][CH2:13][NH:9][CH2:10]1)([C:21]1[CH:22]=[CH:23][CH:24]=[CH:25][CH:26]=1)[C:15]1[CH:20]=[CH:19][CH:18]=[CH:17][CH:16]=1)#[N:28]. The yield is 0.997. (8) The reactants are [Cl:1][C:2]1[CH:3]=[CH:4][N:5]2[C:10]=1[C:9](=[O:11])[N:8]([C:12]1[CH:17]=[CH:16][CH:15]=[CH:14][N:13]=1)[C:7]([C@@H:18]1[CH2:22][CH2:21][CH2:20][N:19]1[C:23]1[C:24]3[C:31]([C:32]#[N:33])=[CH:30][N:29](COCC[Si](C)(C)C)[C:25]=3[N:26]=[CH:27][N:28]=1)=[N:6]2. The catalyst is C(C(O)=O)(F)(F)F. The product is [Cl:1][C:2]1[CH:3]=[CH:4][N:5]2[C:10]=1[C:9](=[O:11])[N:8]([C:12]1[CH:17]=[CH:16][CH:15]=[CH:14][N:13]=1)[C:7]([C@@H:18]1[CH2:22][CH2:21][CH2:20][N:19]1[C:23]1[C:24]3[C:31]([C:32]#[N:33])=[CH:30][NH:29][C:25]=3[N:26]=[CH:27][N:28]=1)=[N:6]2. The yield is 0.510.